From a dataset of Reaction yield outcomes from USPTO patents with 853,638 reactions. Predict the reaction yield, written as a fraction of the theoretical maximum amount of product (1.0 means a 100% yield; for example, 0.34 means a 34% yield). (1) The reactants are [C:1]([O:5][C:6](=[O:15])[CH2:7]/[N:8]=[CH:9]/[CH2:10][C:11]([CH3:14])([CH3:13])[CH3:12])([CH3:4])([CH3:3])[CH3:2].[Cl:16][C:17]1[CH:22]=[CH:21][C:20](/[C:23](=[CH:26]/[C:27]2[CH:32]=[CH:31][C:30]([Cl:33])=[C:29]([Cl:34])[CH:28]=2)/[C:24]#[N:25])=[C:19]([F:35])[CH:18]=1.C(N(CC)CC)C. The catalyst is ClCCl. The product is [C:1]([O:5][C:6]([CH:7]1[CH:26]([C:27]2[CH:32]=[CH:31][C:30]([Cl:33])=[C:29]([Cl:34])[CH:28]=2)[C:23]([C:20]2[CH:21]=[CH:22][C:17]([Cl:16])=[CH:18][C:19]=2[F:35])([C:24]#[N:25])[CH:9]([CH2:10][C:11]([CH3:14])([CH3:13])[CH3:12])[NH:8]1)=[O:15])([CH3:4])([CH3:3])[CH3:2]. The yield is 0.390. (2) The reactants are [CH3:1][NH:2][C:3]([N:5]1[C:13]2[C:8](=[CH:9][C:10]([O:14][C:15]3[CH:20]=[CH:19][N:18]=[C:17]([N:21](C(OC4C=CC=CC=4)=O)[C:22](=[O:30])OC4C=CC=CC=4)[CH:16]=3)=[CH:11][CH:12]=2)[CH:7]=[CH:6]1)=[O:4].C(N(CC)CC)C.O.Cl.[NH:49]1[CH2:54][CH2:53][C:52](=[O:55])[CH2:51][CH2:50]1. The catalyst is CN(C)C=O. The product is [CH3:1][NH:2][C:3]([N:5]1[C:13]2[C:8](=[CH:9][C:10]([O:14][C:15]3[CH:20]=[CH:19][N:18]=[C:17]([NH:21][C:22]([N:49]4[CH2:54][CH2:53][C:52](=[O:55])[CH2:51][CH2:50]4)=[O:30])[CH:16]=3)=[CH:11][CH:12]=2)[CH:7]=[CH:6]1)=[O:4]. The yield is 0.590. (3) The product is [C:13]([C:10]1[CH:11]=[CH:12][C:7]([CH2:6][CH:5]([N:16]=[C:24]([C:18]2[CH:23]=[CH:22][CH:21]=[CH:20][CH:19]=2)[C:25]2[CH:30]=[CH:29][CH:28]=[CH:27][CH:26]=2)[C:4]([O:3][CH2:1][CH3:2])=[O:17])=[CH:8][C:9]=1[F:15])#[N:14]. The reactants are [CH2:1]([O:3][C:4](=[O:17])[CH:5]([NH2:16])[CH2:6][C:7]1[CH:12]=[CH:11][C:10]([C:13]#[N:14])=[C:9]([F:15])[CH:8]=1)[CH3:2].[C:18]1([C:24](=NCC(OCC)=O)[C:25]2[CH:30]=[CH:29][CH:28]=[CH:27][CH:26]=2)[CH:23]=[CH:22][CH:21]=[CH:20][CH:19]=1.BrCC1C=CC(C#N)=C(F)C=1.C([O-])([O-])=O.[K+].[K+]. The catalyst is [N+](CCCC)(CCCC)(CCCC)CCCC.[Br-].CC#N. The yield is 1.00. (4) The reactants are C([O:3][C:4]([C:6]1[CH:7]=[N:8][N:9]([C:11]2[NH:23][C:14]3=[N:15][C:16]4[C:21]([N:22]=[C:13]3[N:12]=2)=[CH:20][CH:19]=[CH:18][CH:17]=4)[CH:10]=1)=[O:5])C.[OH-].[K+]. The catalyst is C1COCC1. The product is [NH:23]1[C:14]2=[N:15][C:16]3[C:21]([N:22]=[C:13]2[N:12]=[C:11]1[N:9]1[CH:10]=[C:6]([C:4]([OH:5])=[O:3])[CH:7]=[N:8]1)=[CH:20][CH:19]=[CH:18][CH:17]=3. The yield is 0.890. (5) The yield is 0.770. The reactants are [N:1]1[C:10]2[C:5](=[CH:6][C:7]([NH2:11])=[CH:8][CH:9]=2)[CH:4]=[CH:3][CH:2]=1.[N:12]([O-])=O.[Na+].[ClH:16]. No catalyst specified. The product is [ClH:16].[N:1]1[C:10]2[C:5](=[CH:6][C:7]([NH:11][NH2:12])=[CH:8][CH:9]=2)[CH:4]=[CH:3][CH:2]=1.